This data is from Catalyst prediction with 721,799 reactions and 888 catalyst types from USPTO. The task is: Predict which catalyst facilitates the given reaction. (1) Reactant: [C:1]([N:8]1[CH2:13][CH2:12][NH:11][CH2:10][CH2:9]1)([O:3][C:4]([CH3:7])([CH3:6])[CH3:5])=[O:2].CS([CH2:18][C:19]1[CH:24]=[CH:23][C:22]([C:25](=[O:27])[CH3:26])=[CH:21][CH:20]=1)(=O)=O.ClCC1C=CC(C(=O)C)=CC=1. Product: [C:4]([O:3][C:1]([N:8]1[CH2:9][CH2:10][N:11]([CH2:18][C:19]2[CH:24]=[CH:23][C:22]([C:25](=[O:27])[CH3:26])=[CH:21][CH:20]=2)[CH2:12][CH2:13]1)=[O:2])([CH3:7])([CH3:6])[CH3:5]. The catalyst class is: 23. (2) Reactant: [C:1]1(/[CH:7]=[CH:8]/[C:9]2[C:17]3[C:12](=[CH:13][CH:14]=[C:15]([C:18]#[N:19])[CH:16]=3)[N:11]([CH:20]3[CH2:25][CH2:24][CH2:23][CH2:22][O:21]3)[N:10]=2)[CH:6]=[CH:5][CH:4]=[CH:3][CH:2]=1. Product: [O:21]1[CH2:22][CH2:23][CH2:24][CH2:25][CH:20]1[N:11]1[C:12]2[C:17](=[CH:16][C:15]([C:18]#[N:19])=[CH:14][CH:13]=2)[C:9]([CH2:8][CH2:7][C:1]2[CH:2]=[CH:3][CH:4]=[CH:5][CH:6]=2)=[N:10]1. The catalyst class is: 13. (3) Product: [C:1]([O:4][CH2:5][C:6]1[N:15]=[C:14]([Cl:28])[C:13]2[C:8](=[CH:9][CH:10]=[CH:11][CH:12]=2)[N:7]=1)(=[O:3])[CH3:2]. Reactant: [C:1]([O:4][CH2:5][C:6]1[NH:15][C:14](=O)[C:13]2[C:8](=[CH:9][CH:10]=[CH:11][CH:12]=2)[N:7]=1)(=[O:3])[CH3:2].CN(C)C1C=CC=CC=1.P(Cl)(Cl)([Cl:28])=O. The catalyst class is: 6.